Dataset: Full USPTO retrosynthesis dataset with 1.9M reactions from patents (1976-2016). Task: Predict the reactants needed to synthesize the given product. Given the product [CH:3]1([C@H:9]([NH:14][C:15]([C:17]2[CH:22]=[CH:21][C:20]([C:23]3[CH:27]=[CH:26][S:25][CH:24]=3)=[CH:19][C:18]=2[NH:28][C:29]([NH:31][C:32]2[C:33]([CH3:39])=[CH:34][CH:35]=[CH:36][C:37]=2[CH3:38])=[O:30])=[O:16])[C:10]([OH:12])=[O:11])[CH2:4][CH2:5][CH2:6][CH2:7][CH2:8]1, predict the reactants needed to synthesize it. The reactants are: [OH-].[Li+].[CH:3]1([C@H:9]([NH:14][C:15]([C:17]2[CH:22]=[CH:21][C:20]([C:23]3[CH:27]=[CH:26][S:25][CH:24]=3)=[CH:19][C:18]=2[NH:28][C:29]([NH:31][C:32]2[C:37]([CH3:38])=[CH:36][CH:35]=[CH:34][C:33]=2[CH3:39])=[O:30])=[O:16])[C:10]([O:12]C)=[O:11])[CH2:8][CH2:7][CH2:6][CH2:5][CH2:4]1.CO.O.